Task: Predict the product of the given reaction.. Dataset: Forward reaction prediction with 1.9M reactions from USPTO patents (1976-2016) (1) Given the reactants Br[C:2]1[CH:3]=[C:4]([N:22]([CH2:29][CH3:30])[CH:23]2[CH2:28][CH2:27][O:26][CH2:25][CH2:24]2)[C:5]([CH3:21])=[C:6]([CH:20]=1)[C:7]([NH:9][CH2:10][C:11]1[C:12](=[O:19])[NH:13][C:14]([CH3:18])=[CH:15][C:16]=1[CH3:17])=[O:8].[CH3:31][N:32]1[CH:36]=[C:35](B(O)O)[CH:34]=[N:33]1.C([O-])([O-])=O.[Na+].[Na+], predict the reaction product. The product is: [CH3:17][C:16]1[CH:15]=[C:14]([CH3:18])[NH:13][C:12](=[O:19])[C:11]=1[CH2:10][NH:9][C:7](=[O:8])[C:6]1[CH:20]=[C:2]([C:35]2[CH:34]=[N:33][N:32]([CH3:31])[CH:36]=2)[CH:3]=[C:4]([N:22]([CH2:29][CH3:30])[CH:23]2[CH2:28][CH2:27][O:26][CH2:25][CH2:24]2)[C:5]=1[CH3:21]. (2) Given the reactants [CH:1]1([CH:7]([C:9]2[C:10]([CH2:20][CH2:21][C:22]3[CH:27]=[CH:26][CH:25]=[CH:24][CH:23]=3)=[N:11][N:12]([C:14]3[CH:19]=[CH:18][CH:17]=[CH:16][CH:15]=3)[CH:13]=2)O)[CH2:6][CH2:5][CH2:4][CH2:3][CH2:2]1.[NH2:28][C:29]1[CH:34]=[CH:33][C:32]([C:35]([NH:37][CH2:38][CH2:39][C:40]([O:42]CC)=[O:41])=[O:36])=[CH:31][CH:30]=1, predict the reaction product. The product is: [CH:1]1([CH:7]([NH:28][C:29]2[CH:30]=[CH:31][C:32]([C:35]([NH:37][CH2:38][CH2:39][C:40]([OH:42])=[O:41])=[O:36])=[CH:33][CH:34]=2)[C:9]2[C:10]([CH2:20][CH2:21][C:22]3[CH:27]=[CH:26][CH:25]=[CH:24][CH:23]=3)=[N:11][N:12]([C:14]3[CH:19]=[CH:18][CH:17]=[CH:16][CH:15]=3)[CH:13]=2)[CH2:6][CH2:5][CH2:4][CH2:3][CH2:2]1. (3) Given the reactants [CH3:1][O-:2].[Na+].Cl[C:5]1[N:10]=[C:9]([Cl:11])[C:8]([N+:12]([O-:14])=[O:13])=[C:7]([CH3:15])[N:6]=1, predict the reaction product. The product is: [Cl:11][C:9]1[C:8]([N+:12]([O-:14])=[O:13])=[C:7]([CH3:15])[N:6]=[C:5]([O:2][CH3:1])[N:10]=1. (4) Given the reactants [C:1]([N:8]([CH3:15])[C@H:9]([CH2:13][OH:14])[CH:10]([CH3:12])[CH3:11])([O:3][C:4]([CH3:7])([CH3:6])[CH3:5])=[O:2].C([O-])(O)=O.[Na+].[K+].[Br-].Cl[O-].[Na+], predict the reaction product. The product is: [C:4]([O:3][C:1](=[O:2])[N:8]([C@H:9]([CH:13]=[O:14])[CH:10]([CH3:11])[CH3:12])[CH3:15])([CH3:5])([CH3:7])[CH3:6]. (5) Given the reactants Br[C:2]1[CH:3]=[C:4]2[C:17]3([CH2:21][O:20][C:19]([N:22](C(OC(C)(C)C)=O)C(OC(C)(C)C)=O)=[N:18]3)[C:13]3([CH2:16][O:15][CH2:14]3)[C:9]3([CH2:12][CH2:11][CH2:10]3)[O:8][C:5]2=[CH:6][CH:7]=1.CC1(C)C(C)(C)OB(B2OC(C)(C)C(C)(C)O2)O1.C([O-])(=O)C.[K+].Br[C:61]1[C:62]([C:67]#[N:68])=[N:63][CH:64]=[CH:65][CH:66]=1.C([O-])([O-])=O.[Na+].[Na+].C, predict the reaction product. The product is: [NH2:22][C:19]1[O:20][CH2:21][C:17]2([C:13]3([CH2:14][O:15][CH2:16]3)[C:9]3([CH2:12][CH2:11][CH2:10]3)[O:8][C:5]3[C:4]2=[CH:3][C:2]([C:61]2[C:62]([C:67]#[N:68])=[N:63][CH:64]=[CH:65][CH:66]=2)=[CH:7][CH:6]=3)[N:18]=1. (6) Given the reactants [Br:1][C:2]1[CH:7]=[C:6]([NH2:8])[CH:5]=[C:4]([C:9]([F:12])([F:11])[F:10])[C:3]=1[NH2:13].Br[CH2:15][CH2:16][O:17][CH2:18][CH2:19]Br.C(N(CC)C(C)C)(C)C.C(=O)(O)[O-], predict the reaction product. The product is: [Br:1][C:2]1[CH:7]=[C:6]([N:8]2[CH2:19][CH2:18][O:17][CH2:16][CH2:15]2)[CH:5]=[C:4]([C:9]([F:12])([F:11])[F:10])[C:3]=1[NH2:13].